This data is from Forward reaction prediction with 1.9M reactions from USPTO patents (1976-2016). The task is: Predict the product of the given reaction. (1) Given the reactants [C:1]([O:5][C:6]([N:8]1[C@@H:16]2[C@@H:11]([CH2:12][CH2:13][CH2:14][CH2:15]2)[CH2:10][C@H:9]1[C:17](O)=[O:18])=[O:7])([CH3:4])([CH3:3])[CH3:2].C(Cl)(=O)OCC(C)C.[NH2:28][C:29]1[CH:33]=[C:32]([Br:34])[S:31][C:30]=1[C:35]([NH2:37])=[O:36].C(=O)([O-])O.[Na+], predict the reaction product. The product is: [Br:34][C:32]1[S:31][C:30]([C:35](=[O:36])[NH2:37])=[C:29]([NH:28][C:17]([C@@H:9]2[CH2:10][C@H:11]3[C@H:16]([CH2:15][CH2:14][CH2:13][CH2:12]3)[N:8]2[C:6]([O:5][C:1]([CH3:4])([CH3:3])[CH3:2])=[O:7])=[O:18])[CH:33]=1. (2) The product is: [N:1]1([C:6]2[O:10][C:9]([C:11]3[NH:15][C:16]4[CH:17]=[C:18]([C:19](=[O:20])[C:21]5[CH:26]=[CH:25][CH:24]=[CH:23][CH:22]=5)[CH:27]=[CH:28][C:29]=4[N:30]=3)=[C:8]([CH3:14])[CH:7]=2)[CH2:2][CH2:3][CH2:4][CH2:5]1. Given the reactants [N:1]1([C:6]2[O:10][C:9]([C:11](O)=O)=[C:8]([CH3:14])[CH:7]=2)[CH2:5][CH2:4][CH2:3][CH2:2]1.[NH2:15][C:16]1[CH:17]=[C:18]([CH:27]=[CH:28][C:29]=1[NH2:30])[C:19]([C:21]1[CH:26]=[CH:25][CH:24]=[CH:23][CH:22]=1)=[O:20].Cl.C(N=C=NCCCN(C)C)C.O.ON1C2C=CC=CC=2N=N1, predict the reaction product. (3) Given the reactants [C:1]([O:5][CH2:6][CH2:7][CH2:8][CH2:9][CH2:10][CH2:11][CH2:12][CH2:13][CH2:14][CH2:15][CH2:16][CH2:17][CH2:18][CH2:19][CH2:20][CH2:21][CH2:22][CH2:23][CH2:24][CH2:25][CH2:26][CH3:27])(=[O:4])[CH:2]=[CH2:3].[C:28]([O:36][CH:37]=[CH2:38])(=[O:35])[C:29]1[CH:34]=[CH:33][CH:32]=[CH:31][CH:30]=1, predict the reaction product. The product is: [C:1]([O:5][CH2:6][CH2:7][CH2:8][CH2:9][CH2:10][CH2:11][CH2:12][CH2:13][CH2:14][CH2:15][CH2:16][CH2:17][CH2:18][CH2:19][CH2:20][CH2:21][CH2:22][CH2:23][CH2:24][CH2:25][CH2:26][CH3:27])(=[O:4])[CH:2]=[CH2:3].[C:1]([O:5][CH2:6][CH2:7][CH2:8][CH2:9][CH2:10][CH2:11][CH2:12][CH3:13])(=[O:4])[C:2]([CH3:3])=[CH2:28].[C:28]([O:36][CH:37]=[CH2:38])(=[O:35])[C:29]1[CH:34]=[CH:33][CH:32]=[CH:31][CH:30]=1. (4) The product is: [Br:8][C:6]1[CH:7]=[C:2]([NH:25][C:23]2[CH:24]=[C:18]3[CH2:17][N:16]([CH2:15][CH2:14][CH2:13][O:12][CH3:11])[CH2:21][CH2:20][N:19]3[N:22]=2)[C:3](=[O:10])[N:4]([CH3:9])[CH:5]=1. Given the reactants Br[C:2]1[C:3](=[O:10])[N:4]([CH3:9])[CH:5]=[C:6]([Br:8])[CH:7]=1.[CH3:11][O:12][CH2:13][CH2:14][CH2:15][N:16]1[CH2:21][CH2:20][N:19]2[N:22]=[C:23]([NH2:25])[CH:24]=[C:18]2[CH2:17]1.CC1(C)C2C(=C(P(C3C=CC=CC=3)C3C=CC=CC=3)C=CC=2)OC2C(P(C3C=CC=CC=3)C3C=CC=CC=3)=CC=CC1=2.C(=O)([O-])[O-].[Cs+].[Cs+], predict the reaction product. (5) Given the reactants [N:1]([Sn](CCCC)(CCCC)CCCC)=[N+:2]=[N-:3].[C:17]([C:19]1[CH:20]=[CH:21][C:22]2[N:28]3[CH2:29][C@H:25]([CH2:26][CH2:27]3)[N:24]([C:30]([NH:32][C:33]3[CH:38]=[N:37][CH:36]=[CH:35][N:34]=3)=[O:31])[C:23]=2[N:39]=1)#[N:18], predict the reaction product. The product is: [N:34]1[CH:35]=[CH:36][N:37]=[CH:38][C:33]=1[NH:32][C:30]([N:24]1[C@@H:25]2[CH2:29][N:28]([CH2:27][CH2:26]2)[C:22]2[CH:21]=[CH:20][C:19]([C:17]3[N:1]=[N:2][NH:3][N:18]=3)=[N:39][C:23]1=2)=[O:31].